This data is from Forward reaction prediction with 1.9M reactions from USPTO patents (1976-2016). The task is: Predict the product of the given reaction. Given the reactants [CH2:1]([O:3][CH:4]([O:12][CH2:13][CH3:14])[C:5]1[CH:10]=[CH:9][CH:8]=[CH:7][C:6]=1Br)[CH3:2].C([Li])CCC.[F:20][C:21]1[CH:28]=[CH:27][CH:26]=[CH:25][C:22]=1[CH:23]=[O:24], predict the reaction product. The product is: [CH2:1]([O:3][CH:4]([O:12][CH2:13][CH3:14])[C:5]1[CH:10]=[CH:9][CH:8]=[CH:7][C:6]=1[CH:23]([C:22]1[CH:25]=[CH:26][CH:27]=[CH:28][C:21]=1[F:20])[OH:24])[CH3:2].